Dataset: Catalyst prediction with 721,799 reactions and 888 catalyst types from USPTO. Task: Predict which catalyst facilitates the given reaction. (1) Reactant: [CH3:1][O:2][C:3]([CH:5]1[CH2:10][CH2:9][CH2:8][N:7]([C:11]([O:13][C:14]([CH3:17])([CH3:16])[CH3:15])=[O:12])[CH2:6]1)=[O:4].[CH3:18][Si](C)(C)N[Si](C)(C)C.[Na].IC. Product: [CH3:1][O:2][C:3]([C:5]1([CH3:18])[CH2:10][CH2:9][CH2:8][N:7]([C:11]([O:13][C:14]([CH3:17])([CH3:16])[CH3:15])=[O:12])[CH2:6]1)=[O:4]. The catalyst class is: 1. (2) Reactant: [Br:1][C:2]1[N:7]2[C:8]([C@@H:11]3[CH2:16][CH2:15][CH2:14][N:13]([C:17]([O:19][CH2:20][C:21]4[CH:26]=[CH:25][CH:24]=[CH:23][CH:22]=4)=[O:18])[CH2:12]3)=[N:9][CH:10]=[C:6]2[C:5]([Cl:27])=[N:4][CH:3]=1.C1C(=O)N([I:35])C(=O)C1. Product: [Br:1][C:2]1[N:7]2[C:8]([C@@H:11]3[CH2:16][CH2:15][CH2:14][N:13]([C:17]([O:19][CH2:20][C:21]4[CH:26]=[CH:25][CH:24]=[CH:23][CH:22]=4)=[O:18])[CH2:12]3)=[N:9][C:10]([I:35])=[C:6]2[C:5]([Cl:27])=[N:4][CH:3]=1. The catalyst class is: 3. (3) Reactant: [CH3:1][N:2]([C-:4]1[CH:8]=[CH:7][CH:6]=[CH:5]1)[CH3:3].[CH-:9]1[CH:13]=[CH:12][CH:11]=[CH:10]1.[Fe+2:14].B(F)(F)F.CCOCC.[Li]CCCC.[Sn:29](Cl)([CH3:32])([CH3:31])[CH3:30]. Product: [CH3:30][Sn:29]([CH3:32])([CH3:31])[C:5]1[C-:4]([N:2]([CH3:3])[CH3:1])[CH:8]=[CH:7][CH:6]=1.[CH-:9]1[CH:13]=[CH:12][CH:11]=[CH:10]1.[Fe+2:14]. The catalyst class is: 1. (4) Reactant: [CH:1]1[C:5]2[C:6]([Cl:10])=[N:7][CH:8]=[N:9][C:4]=2[NH:3][CH:2]=1.[I:11]N1C(=O)CCC1=O. Product: [Cl:10][C:6]1[C:5]2[C:1]([I:11])=[CH:2][NH:3][C:4]=2[N:9]=[CH:8][N:7]=1. The catalyst class is: 3. (5) Reactant: [Li+].[CH3:2][CH:3]([N-:5]C(C)C)C.[CH2:9]([O:11][C:12]([CH:14]1[CH2:19][CH2:18][N:17]([C:20]([O:22][C:23]([CH3:26])([CH3:25])[CH3:24])=[O:21])[CH2:16][CH2:15]1)=[O:13])[CH3:10].BrCC#N. Product: [CH2:9]([O:11][C:12]([C:14]1([CH2:2][C:3]#[N:5])[CH2:19][CH2:18][N:17]([C:20]([O:22][C:23]([CH3:25])([CH3:24])[CH3:26])=[O:21])[CH2:16][CH2:15]1)=[O:13])[CH3:10]. The catalyst class is: 1. (6) Reactant: [Br:1][C:2]1[CH:3]=[C:4]([CH:45]=[CH:46][CH:47]=1)[CH2:5][C:6]1[CH:7]=[C:8]([C:11]([C:13]2[C:14]([NH:19][C@H:20]3[CH2:24][C@H:23]([O:25][Si:26]([CH:33]([CH3:35])[CH3:34])([CH:30]([CH3:32])[CH3:31])[CH:27]([CH3:29])[CH3:28])[C@@H:22]([CH2:36][O:37][Si](C(C)(C)C)(C)C)[CH2:21]3)=[N:15][CH:16]=[N:17][CH:18]=2)=[O:12])[S:9][CH:10]=1.Cl. Product: [Br:1][C:2]1[CH:3]=[C:4]([CH:45]=[CH:46][CH:47]=1)[CH2:5][C:6]1[CH:7]=[C:8]([C:11]([C:13]2[C:14]([NH:19][C@H:20]3[CH2:24][C@H:23]([O:25][Si:26]([CH:33]([CH3:34])[CH3:35])([CH:27]([CH3:28])[CH3:29])[CH:30]([CH3:31])[CH3:32])[C@@H:22]([CH2:36][OH:37])[CH2:21]3)=[N:15][CH:16]=[N:17][CH:18]=2)=[O:12])[S:9][CH:10]=1. The catalyst class is: 14. (7) Reactant: [C:1]([O:5][C:6](=[O:22])[NH:7][C:8]([CH3:21])([CH3:20])[CH2:9][C:10]1[C:18]2[C:13](=[C:14]([OH:19])[CH:15]=[CH:16][CH:17]=2)[NH:12][CH:11]=1)([CH3:4])([CH3:3])[CH3:2].[H-].[Na+].Cl[C:26]1[N:33]=[CH:32][CH:31]=[CH:30][C:27]=1[C:28]#[N:29].O. Product: [C:1]([O:5][C:6](=[O:22])[NH:7][C:8]([CH3:21])([CH3:20])[CH2:9][C:10]1[C:18]2[C:13](=[C:14]([O:19][C:26]3[C:27]([C:28]#[N:29])=[CH:30][CH:31]=[CH:32][N:33]=3)[CH:15]=[CH:16][CH:17]=2)[NH:12][CH:11]=1)([CH3:4])([CH3:2])[CH3:3]. The catalyst class is: 9. (8) Reactant: Br[C:2]1[CH:7]=[CH:6][C:5]([CH:8]2[O:13][CH2:12][CH2:11][N:10]([C:14]([O:16][C:17]([CH3:20])([CH3:19])[CH3:18])=[O:15])[CH2:9]2)=[CH:4][CH:3]=1.C([Li])CCC.CN(C)[CH:28]=[O:29]. Product: [CH:28]([C:2]1[CH:7]=[CH:6][C:5]([CH:8]2[O:13][CH2:12][CH2:11][N:10]([C:14]([O:16][C:17]([CH3:20])([CH3:19])[CH3:18])=[O:15])[CH2:9]2)=[CH:4][CH:3]=1)=[O:29]. The catalyst class is: 1. (9) Reactant: [CH3:1][O:2][C:3]([CH2:5][CH2:6][C:7]1[S:11][C:10]([C:12]([OH:14])=O)=[CH:9][CH:8]=1)=[O:4].[C:15]([O:19][C:20](=[O:33])[CH2:21][C@H:22]([NH2:32])[C:23]1[CH:31]=[CH:30][C:26]2[O:27][CH2:28][O:29][C:25]=2[CH:24]=1)([CH3:18])([CH3:17])[CH3:16].[B-](F)(F)(F)F.CCOC(C(C#N)=NOC(N(C)C)=[N+](C)C)=O.C(N(C(C)C)CC)(C)C. Product: [C:15]([O:19][C:20](=[O:33])[CH2:21][C@@H:22]([C:23]1[CH:31]=[CH:30][C:26]2[O:27][CH2:28][O:29][C:25]=2[CH:24]=1)[NH:32][C:12]([C:10]1[S:11][C:7]([CH2:6][CH2:5][C:3]([O:2][CH3:1])=[O:4])=[CH:8][CH:9]=1)=[O:14])([CH3:18])([CH3:16])[CH3:17]. The catalyst class is: 204.